Dataset: Catalyst prediction with 721,799 reactions and 888 catalyst types from USPTO. Task: Predict which catalyst facilitates the given reaction. (1) Reactant: [Cl:1][C:2]1[C:3]2[N:4]([C:13]([CH3:16])=[CH:14][CH:15]=2)[C:5]([C:8]([O:10]CC)=[O:9])=[CH:6][N:7]=1.[OH-].[Na+]. Product: [Cl:1][C:2]1[C:3]2[N:4]([C:13]([CH3:16])=[CH:14][CH:15]=2)[C:5]([C:8]([OH:10])=[O:9])=[CH:6][N:7]=1. The catalyst class is: 8. (2) Reactant: [C:1]1(=[O:8])[O:7][CH2:6][CH2:5][CH2:4][CH2:3][CH2:2]1.[OH-:9].[K+].CO.Cl. Product: [OH:9][CH2:6][CH2:5][CH2:4][CH2:3][CH2:2][C:1]([OH:7])=[O:8]. The catalyst class is: 1. (3) Reactant: [Cl:1][C:2]1[CH:3]=[C:4]([C:8]([Cl:11])=[CH:9][N:10]=1)[C:5]([OH:7])=O.CN(C(ON1N=NC2C=CC=NC1=2)=[N+](C)C)C.F[P-](F)(F)(F)(F)F.CCN(CC)CC.[NH2:43][C:44]1[CH:68]=[CH:67][C:47]2[CH2:48][CH2:49][C:50]3[C:51]([C:64]([NH2:66])=[O:65])=[N:52][N:53]([C:55]4[CH:63]=[CH:62][C:58]5[O:59][CH2:60][O:61][C:57]=5[CH:56]=4)[C:54]=3[C:46]=2[CH:45]=1. The catalyst class is: 3. Product: [O:59]1[C:58]2[CH:62]=[CH:63][C:55]([N:53]3[C:54]4[C:46]5[CH:45]=[C:44]([NH:43][C:5](=[O:7])[C:4]6[C:8]([Cl:11])=[CH:9][N:10]=[C:2]([Cl:1])[CH:3]=6)[CH:68]=[CH:67][C:47]=5[CH2:48][CH2:49][C:50]=4[C:51]([C:64]([NH2:66])=[O:65])=[N:52]3)=[CH:56][C:57]=2[O:61][CH2:60]1. (4) Reactant: [C:1]([C:3]1[CH:4]=[C:5]2[C:10](=[CH:11][CH:12]=1)[NH:9][C@@H:8]([CH:13]1[CH2:15][CH2:14]1)[C@H:7]([CH3:16])[C@H:6]2[NH:17][C:18](=[O:27])[O:19][CH2:20][C:21]1[CH:26]=[CH:25][CH:24]=[CH:23][CH:22]=1)#[N:2].CCN(C(C)C)C(C)C.[C:37](Cl)(=[O:41])[CH:38]([CH3:40])[CH3:39].C(#N)C. Product: [C:1]([C:3]1[CH:4]=[C:5]2[C:10](=[CH:11][CH:12]=1)[N:9]([C:37](=[O:41])[CH:38]([CH3:40])[CH3:39])[C@@H:8]([CH:13]1[CH2:15][CH2:14]1)[C@H:7]([CH3:16])[C@H:6]2[NH:17][C:18](=[O:27])[O:19][CH2:20][C:21]1[CH:26]=[CH:25][CH:24]=[CH:23][CH:22]=1)#[N:2]. The catalyst class is: 4. (5) Reactant: [CH:1]([O:4][C:5]1[C:6]2[C:10]([CH:11]=[CH:12][CH:13]=1)=[N:9][N:8]1[C:14]([CH:19]3[CH2:24][CH2:23][N:22](C(OC(C)(C)C)=O)[CH2:21][CH2:20]3)=[CH:15][C:16](=[O:18])[NH:17][C:7]=21)([CH3:3])[CH3:2].[ClH:32]. Product: [ClH:32].[CH:1]([O:4][C:5]1[C:6]2[C:10]([CH:11]=[CH:12][CH:13]=1)=[N:9][N:8]1[C:14]([CH:19]3[CH2:24][CH2:23][NH:22][CH2:21][CH2:20]3)=[CH:15][C:16](=[O:18])[NH:17][C:7]=21)([CH3:3])[CH3:2]. The catalyst class is: 12. (6) Reactant: C[O:2][C:3]([C:5]1[CH:14]=[CH:13][C:12]2[C:7](=[CH:8][CH:9]=[CH:10][C:11]=2[N:15]=[CH:16][C:17]([OH:35])([C:31]([F:34])([F:33])[F:32])[CH2:18][C:19]([C:22]2[CH:27]=[CH:26][C:25]([Cl:28])=[CH:24][C:23]=2[O:29][CH3:30])([CH3:21])[CH3:20])[N:6]=1)=O.[BH4-].[Na+].CCCCCC.C(OCC)(=O)C. Product: [Cl:28][C:25]1[CH:26]=[CH:27][C:22]([C:19]([CH3:20])([CH3:21])[CH2:18][C:17]([C:31]([F:32])([F:34])[F:33])([OH:35])[CH2:16][NH:15][C:11]2[CH:10]=[CH:9][CH:8]=[C:7]3[C:12]=2[CH:13]=[CH:14][C:5]([CH2:3][OH:2])=[N:6]3)=[C:23]([O:29][CH3:30])[CH:24]=1. The catalyst class is: 5.